This data is from Forward reaction prediction with 1.9M reactions from USPTO patents (1976-2016). The task is: Predict the product of the given reaction. (1) Given the reactants [CH3:1][N:2]([CH3:25])[C:3]1[CH:4]=[C:5]([CH:10]2[C:19]([CH3:21])([CH3:20])[CH2:18][C:17]3[C:12](=[CH:13][CH:14]=[C:15]([C:22]([OH:24])=O)[CH:16]=3)[NH:11]2)[CH:6]=[C:7]([F:9])[CH:8]=1.Cl.CN(C)CCCN=C=NCC.[CH3:38][S:39]([NH2:42])(=[O:41])=[O:40], predict the reaction product. The product is: [CH3:25][N:2]([CH3:1])[C:3]1[CH:4]=[C:5]([CH:10]2[C:19]([CH3:21])([CH3:20])[CH2:18][C:17]3[C:12](=[CH:13][CH:14]=[C:15]([C:22]([NH:42][S:39]([CH3:38])(=[O:41])=[O:40])=[O:24])[CH:16]=3)[NH:11]2)[CH:6]=[C:7]([F:9])[CH:8]=1. (2) Given the reactants [Cl:1][C:2]1[CH:3]=[C:4]2[C:9](=[CH:10][CH:11]=1)[N:8]=[C:7]([NH:12][C:13](=[O:17])OCC)[C:6]([O:18][CH3:19])=[N:5]2.[F:20][C:21]1[CH:26]=[CH:25][C:24]([N:27]2[CH2:32][CH2:31][NH:30][CH2:29][CH2:28]2)=[CH:23][CH:22]=1, predict the reaction product. The product is: [Cl:1][C:2]1[CH:3]=[C:4]2[C:9](=[CH:10][CH:11]=1)[N:8]=[C:7]([NH:12][C:13]([N:30]1[CH2:29][CH2:28][N:27]([C:24]3[CH:23]=[CH:22][C:21]([F:20])=[CH:26][CH:25]=3)[CH2:32][CH2:31]1)=[O:17])[C:6]([O:18][CH3:19])=[N:5]2. (3) The product is: [C:1]([O:5][C:6](=[O:7])[NH:8][C@H:9]([CH2:14][C:15]1[C:23]2[C:18](=[CH:19][CH:20]=[CH:21][CH:22]=2)[NH:17][CH:16]=1)[CH2:10][CH2:11][OH:12])([CH3:4])([CH3:2])[CH3:3]. Given the reactants [C:1]([O:5][C:6]([NH:8][C@H:9]([CH2:14][C:15]1[C:23]2[C:18](=[CH:19][CH:20]=[CH:21][CH:22]=2)[NH:17][CH:16]=1)[CH2:10][C:11](O)=[O:12])=[O:7])([CH3:4])([CH3:3])[CH3:2].CN1CCOCC1.[BH4-].[Li+].Cl, predict the reaction product. (4) Given the reactants [H-].[Al+3].[Li+].[H-].[H-].[H-].[C:7]([C:11]1[CH:12]=[C:13]([CH:17]=[CH:18][CH:19]=1)[C:14](O)=[O:15])([CH3:10])([CH3:9])[CH3:8].O.[OH-].[Na+], predict the reaction product. The product is: [C:7]([C:11]1[CH:12]=[C:13]([CH:17]=[CH:18][CH:19]=1)[CH2:14][OH:15])([CH3:10])([CH3:8])[CH3:9]. (5) Given the reactants [O:1]1[CH2:6][CH2:5][N:4]([CH2:7][CH2:8][CH2:9][NH2:10])[CH2:3][CH2:2]1.[C:11](/[C:13](=[CH:24]\[C:25]1[CH:30]=[CH:29][C:28]([F:31])=[CH:27][CH:26]=1)/[C:14](ON1C(=O)CCC1=O)=[O:15])#[N:12], predict the reaction product. The product is: [C:11](/[C:13](=[CH:24]\[C:25]1[CH:26]=[CH:27][C:28]([F:31])=[CH:29][CH:30]=1)/[C:14]([NH:10][CH2:9][CH2:8][CH2:7][N:4]1[CH2:5][CH2:6][O:1][CH2:2][CH2:3]1)=[O:15])#[N:12]. (6) Given the reactants [CH3:1][CH:2]([CH2:5][OH:6])[CH2:3][OH:4].S(=O)(=O)(O)O.[CH3:12][C:13]([C:15]1(C=O)[CH2:17][CH2:16]1)=[O:14].[Na].[C:21](=O)([O-])O.[Na+], predict the reaction product. The product is: [CH:15]1([C:13](=[O:14])[CH2:12][CH:21]2[O:6][CH2:5][CH:2]([CH3:1])[CH2:3][O:4]2)[CH2:16][CH2:17]1. (7) Given the reactants CCN=C=NCCCN(C)C.C1C=CC2N(O)N=NC=2C=1.[Br:22][C:23]1[CH:28]=[N:27][CH:26]=[C:25]2[N:29]([CH2:35][C:36]3[CH:41]=[CH:40][C:39]([I:42])=[CH:38][C:37]=3[F:43])[C:30]([C:32]([O-])=[O:33])=[CH:31][C:24]=12.[Na+].[CH3:45][C:46]1([CH3:54])[O:50][C@@H:49]([CH2:51][O:52][NH2:53])[CH2:48][O:47]1.CCN(C(C)C)C(C)C, predict the reaction product. The product is: [CH3:45][C:46]1([CH3:54])[O:50][C@@H:49]([CH2:51][O:52][NH:53][C:32]([C:30]2[N:29]([CH2:35][C:36]3[CH:41]=[CH:40][C:39]([I:42])=[CH:38][C:37]=3[F:43])[C:25]3=[CH:26][N:27]=[CH:28][C:23]([Br:22])=[C:24]3[CH:31]=2)=[O:33])[CH2:48][O:47]1. (8) Given the reactants [H-].[Al+3].[Li+].[H-].[H-].[H-].[CH:7]1([C:10]2[CH:11]=[C:12]([CH:18]=[C:19]([O:27][CH2:28][CH3:29])[C:20]=2[N:21]2[CH2:26][CH2:25][CH2:24][CH2:23][CH2:22]2)[C:13](OCC)=[O:14])[CH2:9][CH2:8]1.O.O.O.O.O.O.O.O.O.O.S([O-])([O-])(=O)=O.[Na+].[Na+], predict the reaction product. The product is: [CH:7]1([C:10]2[CH:11]=[C:12]([CH2:13][OH:14])[CH:18]=[C:19]([O:27][CH2:28][CH3:29])[C:20]=2[N:21]2[CH2:26][CH2:25][CH2:24][CH2:23][CH2:22]2)[CH2:9][CH2:8]1. (9) Given the reactants [C:1]([O:5][C:6]([N:8]1[CH2:13][CH2:12][N:11]([C:14]2[O:15][C:16]3[C:22](Br)=[CH:21][C:20]([Cl:24])=[CH:19][C:17]=3[N:18]=2)[C@@H:10]([CH3:25])[CH2:9]1)=[O:7])([CH3:4])([CH3:3])[CH3:2].C(=O)([O-])[O-].[K+].[K+].[F:32][C:33]1[CH:38]=[CH:37][C:36](B2OB([C:36]3[CH:37]=[CH:38][C:33]([F:32])=[CH:34][CH:35]=3)OB([C:36]3[CH:37]=[CH:38][C:33]([F:32])=[CH:34][CH:35]=3)O2)=[CH:35][CH:34]=1.O, predict the reaction product. The product is: [C:1]([O:5][C:6]([N:8]1[CH2:13][CH2:12][N:11]([C:14]2[O:15][C:16]3[C:22]([C:36]4[CH:37]=[CH:38][C:33]([F:32])=[CH:34][CH:35]=4)=[CH:21][C:20]([Cl:24])=[CH:19][C:17]=3[N:18]=2)[C@@H:10]([CH3:25])[CH2:9]1)=[O:7])([CH3:4])([CH3:3])[CH3:2].